Dataset: Forward reaction prediction with 1.9M reactions from USPTO patents (1976-2016). Task: Predict the product of the given reaction. (1) Given the reactants [Cl:1][C:2]1[C:3]([C:10]([F:13])([F:12])[F:11])=[CH:4][C:5](I)=[C:6]([CH:8]=1)[NH2:7].[C:14]([Cu])#[N:15], predict the reaction product. The product is: [NH2:7][C:6]1[CH:8]=[C:2]([Cl:1])[C:3]([C:10]([F:13])([F:12])[F:11])=[CH:4][C:5]=1[C:14]#[N:15]. (2) The product is: [CH:1]1([C@H:7]2[C:24](=[O:25])[N:23]3[CH2:26][C@@H:20]([CH2:21][C@H:22]3[C:27]([OH:29])=[O:28])[O:19][C:18]3[CH:31]=[CH:32][C:33]4[C:38]([C:17]=3[C:16](=[CH2:39])[CH2:15][CH2:14][CH2:13][CH2:12][CH2:11][O:10][C:9](=[O:40])[NH:8]2)=[CH:37][CH:36]=[CH:35][CH:34]=4)[CH2:6][CH2:5][CH2:4][CH2:3][CH2:2]1. Given the reactants [CH:1]1([C@H:7]2[C:24](=[O:25])[N:23]3[CH2:26][C@@H:20]([CH2:21][C@H:22]3[C:27]([O:29]C)=[O:28])[O:19][C:18]3[CH:31]=[CH:32][C:33]4[C:38]([C:17]=3[C:16](=[CH2:39])[CH2:15][CH2:14][CH2:13][CH2:12][CH2:11][O:10][C:9](=[O:40])[NH:8]2)=[CH:37][CH:36]=[CH:35][CH:34]=4)[CH2:6][CH2:5][CH2:4][CH2:3][CH2:2]1.O[Li].O.Cl.CCOCC, predict the reaction product. (3) The product is: [Br:1][C:2]1[CH:6]=[C:5]([C:7]2[O:9][C:26](=[O:25])[C:21]3[CH:20]=[C:19]([C:17]#[N:18])[CH:30]=[C:29]([CH3:31])[C:22]=3[N:23]=2)[N:4]([C:10]2[C:15]([Cl:16])=[CH:14][CH:13]=[CH:12][N:11]=2)[N:3]=1. Given the reactants [Br:1][C:2]1[CH:6]=[C:5]([C:7]([OH:9])=O)[N:4]([C:10]2[C:15]([Cl:16])=[CH:14][CH:13]=[CH:12][N:11]=2)[N:3]=1.[C:17]([C:19]1[CH:30]=[C:29]([CH3:31])[C:22]2[NH:23]C(=O)[O:25][C:26](=O)[C:21]=2[CH:20]=1)#[N:18].N1C=CC=C(C)C=1.CS(Cl)(=O)=O, predict the reaction product. (4) Given the reactants N1C=CN=C1.[C:6]([Si:10](Cl)([C:17]1[CH:22]=[CH:21][CH:20]=[CH:19][CH:18]=1)[C:11]1[CH:16]=[CH:15][CH:14]=[CH:13][CH:12]=1)([CH3:9])([CH3:8])[CH3:7].[NH2:24][CH2:25][CH2:26][OH:27], predict the reaction product. The product is: [C:6]([Si:10]([C:17]1[CH:22]=[CH:21][CH:20]=[CH:19][CH:18]=1)([C:11]1[CH:16]=[CH:15][CH:14]=[CH:13][CH:12]=1)[O:27][CH2:26][CH2:25][NH2:24])([CH3:9])([CH3:8])[CH3:7]. (5) Given the reactants [F:1][C:2]1[CH:3]=[C:4]2[C:9](=[CH:10][CH:11]=1)[N:8]([CH2:12][C:13]1[CH:18]=[CH:17][C:16](F)=[C:15]([C:20](O)=[O:21])[CH:14]=1)[C:7](=[O:23])[NH:6][C:5]2=[O:24].FC1[CH:27]=[C:28]2[C:33](=[CH:34][CH:35]=1)N[C:31](=O)[NH:30][C:29]2=[O:37].BrCC1C=CC(F)=C(C=1)C(OC)=O.COC(C1C=[C:57](C=CC=1)[CH2:58][N:59]1C2C(=CC=CC=2)C(=O)N[C:60]1=O)=O, predict the reaction product. The product is: [CH:28]1([C:29]([N:30]2[CH2:31][CH2:60][N:59]([C:20]([C:15]3[CH:14]=[C:13]([CH:18]=[CH:17][CH:16]=3)[CH2:12][N:8]3[C:9]4[C:4](=[CH:3][C:2]([F:1])=[CH:11][CH:10]=4)[C:5](=[O:24])[NH:6][C:7]3=[O:23])=[O:21])[CH2:58][CH2:57]2)=[O:37])[CH2:27][CH2:35][CH2:34][CH2:33]1. (6) Given the reactants [N+:1]([C:4]1[CH:5]=[N:6][S:7][C:8]=1[N:9]1[CH2:14][C@H:13]([C:15]([F:18])([F:17])[F:16])[CH2:12][C@H:11]([NH:19][C:20](=[O:26])[O:21][C:22]([CH3:25])([CH3:24])[CH3:23])[CH2:10]1)([O-])=O.[NH4+].[Cl-].CCO, predict the reaction product. The product is: [NH2:1][C:4]1[CH:5]=[N:6][S:7][C:8]=1[N:9]1[CH2:14][C@H:13]([C:15]([F:16])([F:18])[F:17])[CH2:12][C@H:11]([NH:19][C:20](=[O:26])[O:21][C:22]([CH3:24])([CH3:23])[CH3:25])[CH2:10]1. (7) Given the reactants C([O:8][C:9]1[CH:14]=[CH:13][C:12]([C@@H:15]([O:43][Si](CC)(CC)CC)[CH2:16][NH:17][CH2:18][CH2:19][C:20]2[CH:25]=[CH:24][C:23]([S:26]([CH2:29][C:30]3[N:34]=[C:33]([C:35]4[CH:40]=[CH:39][C:38]([O:41][CH3:42])=[CH:37][CH:36]=4)[O:32][N:31]=3)(=[O:28])=[O:27])=[CH:22][CH:21]=2)=[CH:11][C:10]=1[NH:51][S:52]([CH3:55])(=[O:54])=[O:53])C1C=CC=CC=1.C[Si](I)(C)C.S(=O)(=O)(O)[O-].[Na+], predict the reaction product. The product is: [OH:8][C:9]1[CH:14]=[CH:13][C:12]([C@@H:15]([OH:43])[CH2:16][NH:17][CH2:18][CH2:19][C:20]2[CH:21]=[CH:22][C:23]([S:26]([CH2:29][C:30]3[N:34]=[C:33]([C:35]4[CH:40]=[CH:39][C:38]([O:41][CH3:42])=[CH:37][CH:36]=4)[O:32][N:31]=3)(=[O:27])=[O:28])=[CH:24][CH:25]=2)=[CH:11][C:10]=1[NH:51][S:52]([CH3:55])(=[O:53])=[O:54]. (8) Given the reactants [C:1]([C:3]1[CH:36]=[CH:35][C:6]([CH2:7][C@@:8]2([CH3:34])[N:12]3[C:13]([S:16]([NH:19][C@@H:20]([CH3:24])[C:21]([OH:23])=O)(=[O:18])=[O:17])=[CH:14][N:15]=[C:11]3[N:10]([C:25]3[CH:30]=[C:29]([Cl:31])[CH:28]=[C:27]([Cl:32])[CH:26]=3)[C:9]2=[O:33])=[CH:5][CH:4]=1)#[N:2].CN(C(ON1N=NC2C=CC=CC1=2)=[N+](C)C)C.[B-](F)(F)(F)F.Cl.[NH2:60][C@@H:61]([C:63]([NH2:65])=[O:64])[CH3:62].C(N(CC)C(C)C)(C)C, predict the reaction product. The product is: [C:63]([C@H:61]([NH:60][C:21](=[O:23])[C@@H:20]([NH:19][S:16]([C:13]1[N:12]2[C@@:8]([CH2:7][C:6]3[CH:5]=[CH:4][C:3]([C:1]#[N:2])=[CH:36][CH:35]=3)([CH3:34])[C:9](=[O:33])[N:10]([C:25]3[CH:30]=[C:29]([Cl:31])[CH:28]=[C:27]([Cl:32])[CH:26]=3)[C:11]2=[N:15][CH:14]=1)(=[O:17])=[O:18])[CH3:24])[CH3:62])(=[O:64])[NH2:65]. (9) Given the reactants Br[C:2]1[CH:7]=[CH:6][C:5]([C@:8]2([C:29]([F:32])([F:31])[F:30])[C:18]#[C:17][CH2:16][S:15][CH2:14][C@@H:13]([C:19]([O:21][CH3:22])=[O:20])[NH:12][C:11](=[O:23])[C@H:10]([CH2:24][C:25]([F:28])([CH3:27])[CH3:26])[NH:9]2)=[CH:4][CH:3]=1.[C:33]([O:37][C:38]([N:40]1[CH2:45][CH2:44][N:43]([C:46]2[CH:51]=[CH:50][C:49](B(O)O)=[CH:48][CH:47]=2)[CH2:42][CH2:41]1)=[O:39])([CH3:36])([CH3:35])[CH3:34].CN(C=O)C.C([O-])([O-])=O.[Na+].[Na+], predict the reaction product. The product is: [C:33]([O:37][C:38]([N:40]1[CH2:45][CH2:44][N:43]([C:46]2[CH:51]=[CH:50][C:49]([C:2]3[CH:7]=[CH:6][C:5]([C@:8]4([C:29]([F:31])([F:30])[F:32])[C:18]#[C:17][CH2:16][S:15][CH2:14][C@@H:13]([C:19]([O:21][CH3:22])=[O:20])[NH:12][C:11](=[O:23])[C@H:10]([CH2:24][C:25]([F:28])([CH3:27])[CH3:26])[NH:9]4)=[CH:4][CH:3]=3)=[CH:48][CH:47]=2)[CH2:42][CH2:41]1)=[O:39])([CH3:36])([CH3:34])[CH3:35]. (10) Given the reactants [O:1]1[CH2:5][CH2:4][C@H:3]([O:6][C:7]([O:9]N2C(=O)CCC2=O)=O)[CH2:2]1.Cl.Cl.[CH3:19][C:20]1[N:24]([CH:25]2[CH2:31][CH:30]3[N:32]([CH2:33][CH2:34][C:35]4([C:41]5[CH:46]=[CH:45][CH:44]=[CH:43][CH:42]=5)[CH2:40][CH2:39][NH:38][CH2:37][CH2:36]4)[CH:27]([CH2:28][CH2:29]3)[CH2:26]2)[C:23]2[CH:47]=[CH:48][CH:49]=[CH:50][C:22]=2[N:21]=1.C(N(CC)C(C)C)(C)C, predict the reaction product. The product is: [CH3:19][C:20]1[N:24]([CH:25]2[CH2:31][C@H:30]3[N:32]([CH2:33][CH2:34][C:35]4([C:41]5[CH:46]=[CH:45][CH:44]=[CH:43][CH:42]=5)[CH2:36][CH2:37][N:38]([C:7]([O:6][C@H:3]5[CH2:4][CH2:5][O:1][CH2:2]5)=[O:9])[CH2:39][CH2:40]4)[C@H:27]([CH2:28][CH2:29]3)[CH2:26]2)[C:23]2[CH:47]=[CH:48][CH:49]=[CH:50][C:22]=2[N:21]=1.